From a dataset of Peptide-MHC class I binding affinity with 185,985 pairs from IEDB/IMGT. Regression. Given a peptide amino acid sequence and an MHC pseudo amino acid sequence, predict their binding affinity value. This is MHC class I binding data. (1) The peptide sequence is LIALSVLAV. The MHC is HLA-A68:02 with pseudo-sequence HLA-A68:02. The binding affinity (normalized) is 0.466. (2) The peptide sequence is REMHHLVEF. The MHC is HLA-B15:42 with pseudo-sequence HLA-B15:42. The binding affinity (normalized) is 0.213. (3) The peptide sequence is YVVIVENDNV. The MHC is HLA-A02:02 with pseudo-sequence HLA-A02:02. The binding affinity (normalized) is 0.283. (4) The peptide sequence is EKPPVRPIF. The MHC is HLA-A03:01 with pseudo-sequence HLA-A03:01. The binding affinity (normalized) is 0.0847. (5) The peptide sequence is ITPPIITEAIF. The MHC is Mamu-A01 with pseudo-sequence Mamu-A01. The binding affinity (normalized) is 1.00.